This data is from Reaction yield outcomes from USPTO patents with 853,638 reactions. The task is: Predict the reaction yield, written as a fraction of the theoretical maximum amount of product (1.0 means a 100% yield; for example, 0.34 means a 34% yield). (1) The reactants are Cl[C:2]1[N:11]=[C:10]([NH:12][CH2:13][CH:14]([C:21]2[CH:26]=[CH:25][CH:24]=[CH:23][CH:22]=2)[C:15]2[CH:20]=[CH:19][CH:18]=[CH:17][CH:16]=2)[C:9]2[C:4](=[CH:5][CH:6]=[CH:7][CH:8]=2)[N:3]=1.[CH3:27][N:28]1[C:36]2[C:31](=[CH:32][C:33](B(O)O)=[CH:34][CH:35]=2)[CH:30]=[N:29]1.C(NC1C2C(=CC=CC=2)N=C(C2SC3C=CC=CC=3C=2)N=1)(C1C=CC=CC=1)C1C=CC=CC=1. The catalyst is C1CCCCC1.CCOC(C)=O. The product is [C:15]1([CH:14]([C:21]2[CH:26]=[CH:25][CH:24]=[CH:23][CH:22]=2)[CH2:13][NH:12][C:10]2[C:9]3[C:4](=[CH:5][CH:6]=[CH:7][CH:8]=3)[N:3]=[C:2]([C:33]3[CH:32]=[C:31]4[C:36](=[CH:35][CH:34]=3)[N:28]([CH3:27])[N:29]=[CH:30]4)[N:11]=2)[CH:20]=[CH:19][CH:18]=[CH:17][CH:16]=1. The yield is 0.870. (2) The reactants are [Br:1][C:2]1[N:3]=[CH:4][C:5]([NH:8][C:9]2[CH:18]=[CH:17][C:12]([C:13]([O:15][CH3:16])=[O:14])=[CH:11][C:10]=2[N+:19]([O-])=O)=[N:6][CH:7]=1.[NH4+].[Cl-].CCOC(C)=O. The yield is 0.740. The catalyst is C1COCC1.O.[Fe]. The product is [NH2:19][C:10]1[CH:11]=[C:12]([CH:17]=[CH:18][C:9]=1[NH:8][C:5]1[CH:4]=[N:3][C:2]([Br:1])=[CH:7][N:6]=1)[C:13]([O:15][CH3:16])=[O:14].